From a dataset of Full USPTO retrosynthesis dataset with 1.9M reactions from patents (1976-2016). Predict the reactants needed to synthesize the given product. (1) Given the product [Cl:19][C:3]1[CH:4]=[C:5]([NH:12][C:13]2[N:17]=[C:16]([NH2:18])[NH:15][N:14]=2)[CH:6]=[C:7]([C:8]([F:11])([F:10])[F:9])[C:2]=1[C:29]1[CH:28]=[CH:27][C:26]([S:23]([CH:20]([CH3:22])[CH3:21])(=[O:25])=[O:24])=[CH:31][CH:30]=1, predict the reactants needed to synthesize it. The reactants are: Br[C:2]1[C:7]([C:8]([F:11])([F:10])[F:9])=[CH:6][C:5]([NH:12][C:13]2[N:17]=[C:16]([NH2:18])[NH:15][N:14]=2)=[CH:4][C:3]=1[Cl:19].[CH:20]([S:23]([C:26]1[CH:31]=[CH:30][C:29](B(O)O)=[CH:28][CH:27]=1)(=[O:25])=[O:24])([CH3:22])[CH3:21].C([O-])([O-])=O.[K+].[K+]. (2) Given the product [F:82][C:79]([F:80])([F:81])[C:77]1[CH:76]=[C:75]([NH:83][C:84]2[C:93]3[C:88](=[CH:89][CH:90]=[CH:91][CH:92]=3)[C:87]([C:2]3[CH:7]=[CH:6][C:5]([N:8]4[CH:12]=[N:11][NH:10][C:9]4=[O:13])=[CH:4][CH:3]=3)=[N:86][N:85]=2)[CH:74]=[C:73]([C:72]([F:71])([F:95])[F:96])[CH:78]=1, predict the reactants needed to synthesize it. The reactants are: Br[C:2]1[CH:7]=[CH:6][C:5]([N:8]2[CH:12]=[N:11][NH:10][C:9]2=[O:13])=[CH:4][CH:3]=1.B1(B2OC(C)(C)C(C)(C)O2)OC(C)(C)C(C)(C)O1.CC(C1C=C(C(C)C)C(C2C=CC=CC=2P(C2CCCCC2)C2CCCCC2)=C(C(C)C)C=1)C.C([O-])(=O)C.[K+].[F:71][C:72]([F:96])([F:95])[C:73]1[CH:74]=[C:75]([NH:83][C:84]2[C:93]3[C:88](=[CH:89][CH:90]=[CH:91][CH:92]=3)[C:87](Cl)=[N:86][N:85]=2)[CH:76]=[C:77]([C:79]([F:82])([F:81])[F:80])[CH:78]=1.[O-]P([O-])([O-])=O.[K+].[K+].[K+]. (3) Given the product [F:1][C:2]1[CH:3]=[C:4]2[C:8](=[CH:9][CH:10]=1)[N:7]([CH3:11])[C:6]([C:12]([NH:14][C@H:15]([C:19]([NH:21][CH:22]([C:31](=[O:44])[CH2:32][O:33][C:34]1[C:39]([F:40])=[C:38]([F:41])[CH:37]=[C:36]([F:42])[C:35]=1[F:43])[CH2:23][C:24]([O:26][C:27]([CH3:29])([CH3:30])[CH3:28])=[O:25])=[O:20])[CH:16]([CH3:17])[CH3:18])=[O:13])=[CH:5]2, predict the reactants needed to synthesize it. The reactants are: [F:1][C:2]1[CH:3]=[C:4]2[C:8](=[CH:9][CH:10]=1)[N:7]([CH3:11])[C:6]([C:12]([NH:14][C@H:15]([C:19]([NH:21][CH:22]([CH:31]([OH:44])[CH2:32][O:33][C:34]1[C:39]([F:40])=[C:38]([F:41])[CH:37]=[C:36]([F:42])[C:35]=1[F:43])[CH2:23][C:24]([O:26][C:27]([CH3:30])([CH3:29])[CH3:28])=[O:25])=[O:20])[CH:16]([CH3:18])[CH3:17])=[O:13])=[CH:5]2.CC(OI1(OC(C)=O)(OC(C)=O)OC(=O)C2C=CC=CC1=2)=O. (4) Given the product [Br:1][C:2]1[C:3]2[N:4]([N:26]=[C:12]([NH2:14])[N:11]=2)[CH:5]=[C:6]([CH:8]2[CH2:9][CH2:10]2)[CH:7]=1, predict the reactants needed to synthesize it. The reactants are: [Br:1][C:2]1[C:3]([NH:11][C:12]([NH:14]C(OCC)=O)=S)=[N:4][CH:5]=[C:6]([CH:8]2[CH2:10][CH2:9]2)[CH:7]=1.Cl.NO.C([N:26](C(C)C)CC)(C)C. (5) Given the product [C:1]([B-:3]([C:8]#[N:9])([C:6]#[N:7])[C:4]#[N:5])#[N:2].[CH3:12][N+:13]1([CH2:19][CH2:20][CH2:21][CH2:22][CH2:23][CH2:24][CH2:25][CH3:26])[CH2:18][CH2:17][O:16][CH2:15][CH2:14]1, predict the reactants needed to synthesize it. The reactants are: [C:1]([B-:3]([C:8]#[N:9])([C:6]#[N:7])[C:4]#[N:5])#[N:2].[K+].[Br-].[CH3:12][N+:13]1([CH2:19][CH2:20][CH2:21][CH2:22][CH2:23][CH2:24][CH2:25][CH3:26])[CH2:18][CH2:17][O:16][CH2:15][CH2:14]1. (6) Given the product [Br:1][C:2]1[C:3]([C:8]2[CH:13]=[CH:12][C:11]([NH:14][C:22](=[O:18])[N:16]([CH3:17])[CH3:15])=[CH:10][CH:9]=2)=[N:4][N:5]([CH3:7])[CH:6]=1, predict the reactants needed to synthesize it. The reactants are: [Br:1][C:2]1[C:3]([C:8]2[CH:13]=[CH:12][C:11]([NH2:14])=[CH:10][CH:9]=2)=[N:4][N:5]([CH3:7])[CH:6]=1.[CH3:15][NH:16][CH3:17].[O:18]1[CH2:22]CCC1.